Dataset: Forward reaction prediction with 1.9M reactions from USPTO patents (1976-2016). Task: Predict the product of the given reaction. (1) Given the reactants Cl[CH2:2][CH2:3][O:4][C:5]([NH:7][C:8]1[CH:13]=[CH:12][C:11]([CH:14]([CH3:18])[C:15]([OH:17])=[O:16])=[CH:10][CH:9]=1)=[O:6].C(=O)([O-])[O-].[K+].[K+].C(OC(=O)C)C.C(OC(C)C)(C)C, predict the reaction product. The product is: [O:6]=[C:5]1[N:7]([C:8]2[CH:13]=[CH:12][C:11]([CH:14]([CH3:18])[C:15]([OH:17])=[O:16])=[CH:10][CH:9]=2)[CH2:2][CH2:3][O:4]1. (2) Given the reactants [C:1]1([C@@H:7]2[NH:11][C@H:10]([CH2:12][O:13][C:14]3[CH:23]=[CH:22][C:17]([C:18]([O:20][CH3:21])=[O:19])=[CH:16][CH:15]=3)[CH2:9][CH2:8]2)[CH:6]=[CH:5][CH:4]=[CH:3][CH:2]=1.[CH3:24][C:25]1[CH:30]=[CH:29][CH:28]=[CH:27][C:26]=1[NH:31][C:32](=[O:46])[NH:33][C:34]1[CH:39]=[CH:38][C:37]([CH2:40][C:41](O)=[O:42])=[CH:36][C:35]=1[O:44][CH3:45].CCN=C=NCCCN(C)C.Cl.O, predict the reaction product. The product is: [CH3:24][C:25]1[CH:30]=[CH:29][CH:28]=[CH:27][C:26]=1[NH:31][C:32](=[O:46])[NH:33][C:34]1[CH:39]=[CH:38][C:37]([CH2:40][C:41]([N:11]2[C@@H:7]([C:1]3[CH:2]=[CH:3][CH:4]=[CH:5][CH:6]=3)[CH2:8][CH2:9][C@H:10]2[CH2:12][O:13][C:14]2[CH:15]=[CH:16][C:17]([C:18]([O:20][CH3:21])=[O:19])=[CH:22][CH:23]=2)=[O:42])=[CH:36][C:35]=1[O:44][CH3:45]. (3) Given the reactants Br[C:2]1[N:6]=[C:5]([CH:7]=[CH:8][C:9]2[N:19]=[C:12]3[C:13]([CH3:18])=[N:14][CH:15]=[C:16]([CH3:17])[N:11]3[N:10]=2)[N:4]([CH2:20][C:21]2[CH:26]=[CH:25][C:24]([O:27][CH3:28])=[CH:23][CH:22]=2)[N:3]=1.[NH:29]1[CH2:33][CH2:32][CH2:31][CH2:30]1, predict the reaction product. The product is: [CH3:28][O:27][C:24]1[CH:25]=[CH:26][C:21]([CH2:20][N:4]2[C:5]([CH:7]=[CH:8][C:9]3[N:19]=[C:12]4[C:13]([CH3:18])=[N:14][CH:15]=[C:16]([CH3:17])[N:11]4[N:10]=3)=[N:6][C:2]([N:29]3[CH2:33][CH2:32][CH2:31][CH2:30]3)=[N:3]2)=[CH:22][CH:23]=1. (4) The product is: [F:8][C:9]1[CH:10]=[CH:11][C:12]([NH:13][C:14]2[CH:26]=[C:25](/[CH:27]=[CH:28]/[C:29]3[CH:34]=[CH:33][C:32]([C:35]([F:36])([F:37])[F:38])=[CH:31][CH:30]=3)[CH:24]=[CH:23][C:15]=2[C:16]([OH:18])=[O:17])=[CH:39][CH:40]=1. Given the reactants FC(F)(F)C(O)=O.[F:8][C:9]1[CH:40]=[CH:39][C:12]([NH:13][C:14]2[CH:26]=[C:25](/[CH:27]=[CH:28]/[C:29]3[CH:34]=[CH:33][C:32]([C:35]([F:38])([F:37])[F:36])=[CH:31][CH:30]=3)[CH:24]=[CH:23][C:15]=2[C:16]([O:18]C(C)(C)C)=[O:17])=[CH:11][CH:10]=1, predict the reaction product.